From a dataset of Reaction yield outcomes from USPTO patents with 853,638 reactions. Predict the reaction yield, written as a fraction of the theoretical maximum amount of product (1.0 means a 100% yield; for example, 0.34 means a 34% yield). (1) The reactants are [C:1]1([PH+:7]([C:14]2[CH:19]=[CH:18][CH:17]=[CH:16][CH:15]=2)[C:8]2[CH:13]=[CH:12][CH:11]=[CH:10][CH:9]=2)[CH:6]=[CH:5][CH:4]=[CH:3][CH:2]=1.BrC[C:22]1[CH:27]=[CH:26][C:25]([C:28]([C:44]2[CH:49]=[CH:48][CH:47]=[CH:46][CH:45]=2)=[C:29]([C:36]2[CH:41]=[CH:40][C:39](CBr)=[CH:38][CH:37]=2)[C:30]2[CH:35]=[CH:34][CH:33]=[CH:32][CH:31]=2)=[CH:24][CH:23]=1.[C:50]1([P:56]([C:63]2[CH:68]=[CH:67][CH:66]=[CH:65][CH:64]=2)[C:57]2[CH:62]=[CH:61][CH:60]=[CH:59][CH:58]=2)[CH:55]=[CH:54][CH:53]=[CH:52][CH:51]=1.C1(C)C=CC=CC=1. The catalyst is CN(C=O)C. The product is [C:25]1([C:28]([C:44]2[CH:45]=[CH:46][CH:47]=[CH:48][CH:49]=2)=[C:29]([C:30]2[CH:31]=[CH:32][CH:33]=[CH:34][CH:35]=2)[C:36]2[CH:41]=[CH:40][CH:39]=[CH:38][CH:37]=2)[CH:24]=[CH:23][CH:22]=[CH:27][CH:26]=1.[C:14]1([PH+:7]([C:1]2[CH:2]=[CH:3][CH:4]=[CH:5][CH:6]=2)[C:8]2[CH:13]=[CH:12][CH:11]=[CH:10][CH:9]=2)[CH:15]=[CH:16][CH:17]=[CH:18][CH:19]=1.[C:63]1([PH+:56]([C:50]2[CH:51]=[CH:52][CH:53]=[CH:54][CH:55]=2)[C:57]2[CH:62]=[CH:61][CH:60]=[CH:59][CH:58]=2)[CH:64]=[CH:65][CH:66]=[CH:67][CH:68]=1. The yield is 0.800. (2) The reactants are [Br:1][C:2]1[CH:3]=[C:4]([CH:9]=[CH:10][C:11]=1[CH2:12]Br)[C:5]([O:7][CH3:8])=[O:6].C(=O)([O-])[O-].[K+].[K+].CC#N.[NH2:23][CH2:24][CH2:25][OH:26]. The catalyst is CO.C(Cl)Cl. The product is [Br:1][C:2]1[CH:3]=[C:4]([CH:9]=[CH:10][C:11]=1[CH2:12][NH:23][CH2:24][CH2:25][OH:26])[C:5]([O:7][CH3:8])=[O:6]. The yield is 0.560.